From a dataset of Full USPTO retrosynthesis dataset with 1.9M reactions from patents (1976-2016). Predict the reactants needed to synthesize the given product. (1) Given the product [CH2:25]([N:3]([CH2:1][CH3:2])[CH2:4][CH2:5][CH2:6][NH:7][C:8]1[N:17]=[C:16]([NH:18][CH:19]2[CH2:24][CH2:23][N:22]([C:32]([C:31]3[CH:35]=[CH:36][CH:37]=[CH:38][C:30]=3[N+:27]([O-:29])=[O:28])=[O:33])[CH2:21][CH2:20]2)[C:15]2[C:10](=[CH:11][CH:12]=[CH:13][CH:14]=2)[N:9]=1)[CH3:26], predict the reactants needed to synthesize it. The reactants are: [CH2:1]([N:3]([CH2:25][CH3:26])[CH2:4][CH2:5][CH2:6][NH:7][C:8]1[N:17]=[C:16]([NH:18][CH:19]2[CH2:24][CH2:23][NH:22][CH2:21][CH2:20]2)[C:15]2[C:10](=[CH:11][CH:12]=[CH:13][CH:14]=2)[N:9]=1)[CH3:2].[N+:27]([C:30]1[CH:38]=[CH:37][CH:36]=[CH:35][C:31]=1[C:32](Cl)=[O:33])([O-:29])=[O:28]. (2) Given the product [CH3:1][O:23][C:22](=[O:24])[C@@H:14]([NH:13][C:8](=[O:11])[CH:9]=[CH2:10])[CH2:15][C:16]1[CH:21]=[CH:20][CH:19]=[CH:18][CH:17]=1, predict the reactants needed to synthesize it. The reactants are: [CH2:1](N(CC)CC)C.[C:8](Cl)(=[O:11])[CH:9]=[CH2:10].[NH2:13][C@H:14]([C:22]([OH:24])=[O:23])[CH2:15][C:16]1[CH:21]=[CH:20][CH:19]=[CH:18][CH:17]=1.Cl.COC(=O)[C@H](C)N. (3) Given the product [OH:28][CH2:27][C:24]([C:13]1[C:14]2[CH:15]([C:16]3[CH:21]=[CH:20][CH:19]=[CH:18][C:17]=3[O:22][CH3:23])[N:8]([C:5]3[CH:4]=[CH:3][C:2]([C:32]4[CH:33]=[CH:34][S:30][CH:31]=4)=[CH:7][CH:6]=3)[C:9](=[O:29])[C:10]=2[NH:11][N:12]=1)([CH3:25])[CH3:26], predict the reactants needed to synthesize it. The reactants are: Br[C:2]1[CH:7]=[CH:6][C:5]([N:8]2[CH:15]([C:16]3[CH:21]=[CH:20][CH:19]=[CH:18][C:17]=3[O:22][CH3:23])[C:14]3[C:13]([C:24]([CH2:27][OH:28])([CH3:26])[CH3:25])=[N:12][NH:11][C:10]=3[C:9]2=[O:29])=[CH:4][CH:3]=1.[S:30]1[CH:34]=[CH:33][C:32](B(O)O)=[CH:31]1.P([O-])([O-])([O-])=O.[K+].[K+].[K+].COCCOC. (4) Given the product [CH3:12][O:13][C:14]1[CH:21]=[CH:20][C:17]([C:18]2[N:2]([CH3:1])[N:3]=[C:4]([C:6]3[CH:11]=[CH:10][CH:9]=[CH:8][N:7]=3)[N:5]=2)=[C:16]([OH:22])[CH:15]=1, predict the reactants needed to synthesize it. The reactants are: [CH3:1][NH:2][NH:3][C:4]([C:6]1[CH:11]=[CH:10][CH:9]=[CH:8][N:7]=1)=[NH:5].[CH3:12][O:13][C:14]1[CH:21]=[CH:20][C:17]([CH:18]=O)=[C:16]([OH:22])[CH:15]=1. (5) Given the product [CH3:28][N:25]1[CH2:26][CH2:27][N:22]([C:20]([C:19]2[CH:29]=[CH:30][C:16]([NH:1][C:2]3[C:6]([C:7]#[N:8])=[CH:5][N:4]([C:9]4[CH:10]=[CH:11][CH:12]=[CH:13][CH:14]=4)[N:3]=3)=[CH:17][CH:18]=2)=[O:21])[CH2:23][CH2:24]1, predict the reactants needed to synthesize it. The reactants are: [NH2:1][C:2]1[C:6]([C:7]#[N:8])=[CH:5][N:4]([C:9]2[CH:14]=[CH:13][CH:12]=[CH:11][CH:10]=2)[N:3]=1.Br[C:16]1[CH:30]=[CH:29][C:19]([C:20]([N:22]2[CH2:27][CH2:26][N:25]([CH3:28])[CH2:24][CH2:23]2)=[O:21])=[CH:18][CH:17]=1. (6) Given the product [CH2:16]([CH:18]([CH2:22][CH2:23][CH2:24][CH3:25])[C:19]([O:1][C:2]1[CH:7]=[C:6]([CH3:8])[O:5][C:4](=[O:9])[CH:3]=1)=[O:20])[CH3:17], predict the reactants needed to synthesize it. The reactants are: [OH:1][C:2]1[CH:7]=[C:6]([CH3:8])[O:5][C:4](=[O:9])[CH:3]=1.CC(C)([O-])C.[K+].[CH2:16]([CH:18]([CH2:22][CH2:23][CH2:24][CH3:25])[C:19](Cl)=[O:20])[CH3:17].ClCCl.CO. (7) The reactants are: [F:1][C:2]1[CH:10]=[C:9]2[C:5]([C:6]([C:20]3[CH:28]=[C:27]4[C:23](C=N[NH:26]4)=[CH:22][CH:21]=3)=[CH:7][N:8]2[S:11]([C:14]2[CH:19]=[CH:18][CH:17]=[CH:16][CH:15]=2)(=[O:13])=[O:12])=[CH:4][CH:3]=1.[CH3:29][C:30]1[O:31]C2C=CC(B3OC(C)(C)C(C)(C)O3)=CC=2N=1.FC1C=C2C(C(I)=CN2S(C2C=CC=CC=2)(=O)=O)=CC=1. Given the product [F:1][C:2]1[CH:10]=[C:9]2[C:5]([C:6]([C:20]3[CH:21]=[CH:22][C:23]4[O:31][C:30]([CH3:29])=[N:26][C:27]=4[CH:28]=3)=[CH:7][N:8]2[S:11]([C:14]2[CH:19]=[CH:18][CH:17]=[CH:16][CH:15]=2)(=[O:12])=[O:13])=[CH:4][CH:3]=1, predict the reactants needed to synthesize it. (8) Given the product [Cl:1][C:2]1[CH:8]=[C:7]([Cl:9])[C:6]([O:10][CH3:11])=[CH:5][C:3]=1[NH:4][C:15]1[C:20]([C:21]#[N:22])=[CH:19][N:18]=[C:17]2[S:23][CH:24]=[CH:25][C:16]=12, predict the reactants needed to synthesize it. The reactants are: [Cl:1][C:2]1[CH:8]=[C:7]([Cl:9])[C:6]([O:10][CH3:11])=[CH:5][C:3]=1[NH2:4].[H-].[Na+].Cl[C:15]1[C:20]([C:21]#[N:22])=[CH:19][N:18]=[C:17]2[S:23][CH:24]=[CH:25][C:16]=12. (9) Given the product [NH2:16][C:15]1[CH:14]=[C:13]([O:19][CH2:20][CH2:21][O:22][CH3:23])[C:12]([O:11][CH3:10])=[CH:18][C:17]=1[C:4]([C:3]1[CH:6]=[CH:7][CH:8]=[CH:9][C:2]=1[Cl:1])=[O:5], predict the reactants needed to synthesize it. The reactants are: [Cl:1][C:2]1[CH:9]=[CH:8][CH:7]=[CH:6][C:3]=1[CH:4]=[O:5].[CH3:10][O:11][C:12]1[CH:18]=[CH:17][C:15]([NH2:16])=[CH:14][C:13]=1[O:19][CH2:20][CH2:21][O:22][CH3:23].